This data is from Full USPTO retrosynthesis dataset with 1.9M reactions from patents (1976-2016). The task is: Predict the reactants needed to synthesize the given product. (1) Given the product [F:30][C:31]1[CH:45]=[C:44]([C:2]2[CH:3]=[N:4][C:5]([N:8]3[CH2:13][CH2:12][O:11][C@H:10]([CH2:14][N:15]4[C:19]5=[N:20][C:21]([C:24]6[CH:25]=[N:26][N:27]([CH3:29])[CH:28]=6)=[CH:22][N:23]=[C:18]5[N:17]=[N:16]4)[CH2:9]3)=[N:6][CH:7]=2)[CH:43]=[CH:42][C:32]=1[O:33][CH2:34][CH2:35][N:36]1[CH2:37][CH2:38][O:39][CH2:40][CH2:41]1, predict the reactants needed to synthesize it. The reactants are: Br[C:2]1[CH:3]=[N:4][C:5]([N:8]2[CH2:13][CH2:12][O:11][C@H:10]([CH2:14][N:15]3[C:19]4=[N:20][C:21]([C:24]5[CH:25]=[N:26][N:27]([CH3:29])[CH:28]=5)=[CH:22][N:23]=[C:18]4[N:17]=[N:16]3)[CH2:9]2)=[N:6][CH:7]=1.[F:30][C:31]1[CH:45]=[C:44](B2OC(C)(C)C(C)(C)O2)[CH:43]=[CH:42][C:32]=1[O:33][CH2:34][CH2:35][N:36]1[CH2:41][CH2:40][O:39][CH2:38][CH2:37]1.C(=O)([O-])[O-].[Na+].[Na+]. (2) Given the product [CH2:1]([O:3][C:4](=[O:22])[C:5]1[CH:10]=[C:9]([F:11])[C:8]([O:12][C:13]2[CH:18]=[CH:17][C:16]([C:19]#[N:20])=[CH:15][CH:14]=2)=[N:7][C:6]=1[O:32][C:28]1[CH:29]=[CH:30][CH:31]=[C:26]([O:25][C:24]([F:23])([F:33])[F:34])[CH:27]=1)[CH3:2], predict the reactants needed to synthesize it. The reactants are: [CH2:1]([O:3][C:4](=[O:22])[C:5]1[CH:10]=[C:9]([F:11])[C:8]([O:12][C:13]2[CH:18]=[CH:17][C:16]([C:19]#[N:20])=[CH:15][CH:14]=2)=[N:7][C:6]=1Cl)[CH3:2].[F:23][C:24]([F:34])([F:33])[O:25][C:26]1[CH:27]=[C:28]([OH:32])[CH:29]=[CH:30][CH:31]=1. (3) Given the product [C:1]1([CH2:7][O:8][C:9](=[O:34])[NH:10][C@H:11]2[CH2:16][CH2:15][C@@H:14]([CH3:17])[N:13]([C:18]3[CH:23]=[C:22]([C:24]4[CH:25]=[C:26]5[C:27]([C:30]([NH2:31])=[N:35][NH:36]5)=[CH:28][CH:29]=4)[N:21]=[C:20]([NH2:33])[N:19]=3)[CH2:12]2)[CH:2]=[CH:3][CH:4]=[CH:5][CH:6]=1, predict the reactants needed to synthesize it. The reactants are: [C:1]1([CH2:7][O:8][C:9](=[O:34])[NH:10][C@H:11]2[CH2:16][CH2:15][C@@H:14]([CH3:17])[N:13]([C:18]3[CH:23]=[C:22]([C:24]4[CH:29]=[CH:28][C:27]([C:30]#[N:31])=[C:26](F)[CH:25]=4)[N:21]=[C:20]([NH2:33])[N:19]=3)[CH2:12]2)[CH:6]=[CH:5][CH:4]=[CH:3][CH:2]=1.[NH2:35][NH2:36]. (4) Given the product [Cl:17][C:18]1[C:19]([O:57][CH:54]2[CH2:53][CH2:52][C:51]3([CH2:47][CH2:48][CH2:49][CH2:50]3)[CH2:56][CH2:55]2)=[CH:20][C:21]([F:33])=[C:22]([CH:32]=1)[C:23]([NH:25][S:26](=[O:31])(=[O:30])[N:27]([CH3:29])[CH3:28])=[O:24], predict the reactants needed to synthesize it. The reactants are: ClC1C(F)=CC(F)=C(C=1)C(NS(C)(=O)=O)=O.[Cl:17][C:18]1[C:19](F)=[CH:20][C:21]([F:33])=[C:22]([CH:32]=1)[C:23]([NH:25][S:26](=[O:31])(=[O:30])[N:27]([CH3:29])[CH3:28])=[O:24].C12(CO)CC3CC(CC(C3)C1)C2.[CH2:47]1[C:51]2([CH2:56][CH2:55][CH:54]([OH:57])[CH2:53][CH2:52]2)[CH2:50][CH2:49][CH2:48]1. (5) Given the product [F:29][C:26]1[CH:27]=[CH:28][C:23]([S:22][C:21]2[C:16]([C:14]([NH:13][C:10]3[N:9]=[CH:8][C:7]([C:5]([OH:6])=[O:4])=[CH:12][CH:11]=3)=[O:15])=[N:17][C:18]([S:30][C:31]3[NH:35][CH:34]=[N:33][N:32]=3)=[CH:19][N:20]=2)=[CH:24][CH:25]=1, predict the reactants needed to synthesize it. The reactants are: CO.C[O:4][C:5]([C:7]1[CH:8]=[N:9][C:10]([NH:13][C:14]([C:16]2[C:21]([S:22][C:23]3[CH:28]=[CH:27][C:26]([F:29])=[CH:25][CH:24]=3)=[N:20][CH:19]=[C:18]([S:30][C:31]3[NH:35][CH:34]=[N:33][N:32]=3)[N:17]=2)=[O:15])=[CH:11][CH:12]=1)=[O:6].[OH-].[Na+].Cl. (6) The reactants are: [N+](C1C=CC=CC=1S([N:13]1[CH2:18][CH2:17][N:16]([C:19]2([C:22]([O:24][CH3:25])=[O:23])[CH2:21][CH2:20]2)[CH2:15][CH2:14]1)(=O)=O)([O-])=O.C(=O)([O-])[O-].[K+].[K+].C1(S)C=CC=CC=1.Br[C:40]1[CH:45]=[CH:44][C:43]([C:46]([F:49])([F:48])[F:47])=[CH:42][N:41]=1. Given the product [F:47][C:46]([F:49])([F:48])[C:43]1[CH:44]=[CH:45][C:40]([N:13]2[CH2:14][CH2:15][N:16]([C:19]3([C:22]([O:24][CH3:25])=[O:23])[CH2:20][CH2:21]3)[CH2:17][CH2:18]2)=[N:41][CH:42]=1, predict the reactants needed to synthesize it.